From a dataset of Forward reaction prediction with 1.9M reactions from USPTO patents (1976-2016). Predict the product of the given reaction. Given the reactants [H-].[Na+].[NH:3]1[CH:7]=[CH:6][CH:5]=[N:4]1.[CH3:8][N:9]([CH3:14])[S:10](Cl)(=[O:12])=[O:11].C(=O)([O-])O.[Na+], predict the reaction product. The product is: [CH3:8][N:9]([CH3:14])[S:10]([N:3]1[CH:7]=[CH:6][CH:5]=[N:4]1)(=[O:12])=[O:11].